Dataset: Forward reaction prediction with 1.9M reactions from USPTO patents (1976-2016). Task: Predict the product of the given reaction. (1) Given the reactants I[C:2]1[C:10]2[C:5](=[N:6][CH:7]=[C:8]([N:11]3[CH2:14][CH:13]([NH:15][C:16](=[O:22])[O:17][C:18]([CH3:21])([CH3:20])[CH3:19])[CH2:12]3)[CH:9]=2)[N:4]([S:23]([C:26]2[CH:32]=[CH:31][C:29]([CH3:30])=[CH:28][CH:27]=2)(=[O:25])=[O:24])[CH:3]=1.[C:33]1(B(O)O)[CH:38]=[CH:37][CH:36]=[CH:35][CH:34]=1.C(=O)([O-])[O-].[K+].[K+], predict the reaction product. The product is: [C:33]1([C:2]2[C:10]3[C:5](=[N:6][CH:7]=[C:8]([N:11]4[CH2:14][CH:13]([NH:15][C:16](=[O:22])[O:17][C:18]([CH3:21])([CH3:20])[CH3:19])[CH2:12]4)[CH:9]=3)[N:4]([S:23]([C:26]3[CH:32]=[CH:31][C:29]([CH3:30])=[CH:28][CH:27]=3)(=[O:25])=[O:24])[CH:3]=2)[CH:38]=[CH:37][CH:36]=[CH:35][CH:34]=1. (2) Given the reactants [Cl:1][C:2]1[CH:7]=[C:6]([Cl:8])[CH:5]=[CH:4][C:3]=1[C:9]([N:11]1[CH2:16][CH2:15][NH:14][C:13](=O)[CH2:12]1)=[O:10].F[B-](F)(F)F.C[O+](C)C.[CH3:27][C:28]1[S:32][CH:31]=[N:30][C:29]=1[C:33]([NH:35][NH2:36])=O, predict the reaction product. The product is: [Cl:1][C:2]1[CH:7]=[C:6]([Cl:8])[CH:5]=[CH:4][C:3]=1[C:9]([N:11]1[CH2:16][CH2:15][N:14]2[C:33]([C:29]3[N:30]=[CH:31][S:32][C:28]=3[CH3:27])=[N:35][N:36]=[C:13]2[CH2:12]1)=[O:10]. (3) Given the reactants Cl.[NH:2]1[C:10]2[C:5](=[CH:6][C:7]([NH:11][C:12]3[C:17]([C:18]#[N:19])=[CH:16][N:15]=[C:14]4[S:20][C:21](I)=[CH:22][C:13]=34)=[CH:8][CH:9]=2)[CH:4]=[CH:3]1.[CH3:24][N:25]1[CH2:30][CH2:29][N:28]([CH2:31][C:32]2[CH:33]=[N:34][C:35]([Sn](CCCC)(CCCC)CCCC)=[CH:36][CH:37]=2)[CH2:27][CH2:26]1, predict the reaction product. The product is: [NH:2]1[C:10]2[C:5](=[CH:6][C:7]([NH:11][C:12]3[C:17]([C:18]#[N:19])=[CH:16][N:15]=[C:14]4[S:20][C:21]([C:35]5[CH:36]=[CH:37][C:32]([CH2:31][N:28]6[CH2:27][CH2:26][N:25]([CH3:24])[CH2:30][CH2:29]6)=[CH:33][N:34]=5)=[CH:22][C:13]=34)=[CH:8][CH:9]=2)[CH:4]=[CH:3]1. (4) Given the reactants [Cl:1][C:2]1[CH:7]=[CH:6][CH:5]=[CH:4][C:3]=1[C:8]1[N:9]=[N:10][N:11]([CH3:18])[C:12]=1[C:13]1[N:14]=[CH:15][NH:16][CH:17]=1.Cl[C:20]1[CH:29]=[CH:28][C:23]([C:24]([O:26][CH3:27])=[O:25])=[CH:22][N:21]=1.C(=O)([O-])[O-].[K+].[K+].O, predict the reaction product. The product is: [Cl:1][C:2]1[CH:7]=[CH:6][CH:5]=[CH:4][C:3]=1[C:8]1[N:9]=[N:10][N:11]([CH3:18])[C:12]=1[C:13]1[N:14]=[CH:15][N:16]([C:20]2[CH:29]=[CH:28][C:23]([C:24]([O:26][CH3:27])=[O:25])=[CH:22][N:21]=2)[CH:17]=1. (5) Given the reactants [Cl:1][C:2]1[CH:17]=[CH:16][CH:15]=[C:14]([N+:18]([O-])=O)[C:3]=1[C:4]([NH:6][C:7]1[CH:12]=[CH:11][C:10]([F:13])=[CH:9][CH:8]=1)=[O:5].C([O-])=O.[NH4+], predict the reaction product. The product is: [NH2:18][C:14]1[CH:15]=[CH:16][CH:17]=[C:2]([Cl:1])[C:3]=1[C:4]([NH:6][C:7]1[CH:8]=[CH:9][C:10]([F:13])=[CH:11][CH:12]=1)=[O:5]. (6) Given the reactants Cl[C:2]1[C:11]2=[N:12][N:13](CC3C=CC(OC)=CC=3)[CH:14]=[C:10]2[C:9]2[CH:8]=[C:7]([O:24][CH3:25])[CH:6]=[CH:5][C:4]=2[N:3]=1.[CH:26]1([C:29]2[NH:33][N:32]=[C:31]([NH2:34])[CH:30]=2)[CH2:28][CH2:27]1.Cl, predict the reaction product. The product is: [CH:26]1([C:29]2[NH:33][N:32]=[C:31]([NH:34][C:2]3[C:11]4[NH:12][N:13]=[CH:14][C:10]=4[C:9]4[CH:8]=[C:7]([O:24][CH3:25])[CH:6]=[CH:5][C:4]=4[N:3]=3)[CH:30]=2)[CH2:28][CH2:27]1. (7) Given the reactants [C:1]([C:4]1[S:5][CH:6]=[C:7]([N+:9]([O-])=O)[CH:8]=1)(=[O:3])[CH3:2].O.O.[Sn](Cl)Cl.Cl.CC1C=CC(COC(NNC(C2C=NC=CN=2)=O)=O)=CC=1.[OH-].[Na+], predict the reaction product. The product is: [C:1]([C:4]1[S:5][CH:6]=[C:7]([NH2:9])[CH:8]=1)(=[O:3])[CH3:2].